The task is: Predict the reactants needed to synthesize the given product.. This data is from Full USPTO retrosynthesis dataset with 1.9M reactions from patents (1976-2016). (1) Given the product [C@H:33]1([NH:32][C:31]([C@H:21]2[NH:22][CH2:23][C@@H:19]([NH:18][C:16](=[O:17])[O:15][CH2:14][CH:12]3[C:11]4[CH:10]=[CH:9][CH:8]=[CH:7][C:6]=4[C:5]4[C:13]3=[CH:1][CH:2]=[CH:3][CH:4]=4)[CH2:20]2)=[O:43])[C:42]2[C:37](=[CH:38][CH:39]=[CH:40][CH:41]=2)[CH2:36][CH2:35][CH2:34]1, predict the reactants needed to synthesize it. The reactants are: [CH:1]1[C:13]2[CH:12]([CH2:14][O:15][C:16]([NH:18][C@@H:19]3[CH2:23][N:22](C(OC(C)(C)C)=O)[C@H:21]([C:31](=[O:43])[NH:32][C@H:33]4[C:42]5[C:37](=[CH:38][CH:39]=[CH:40][CH:41]=5)[CH2:36][CH2:35][CH2:34]4)[CH2:20]3)=[O:17])[C:11]3[C:6](=[CH:7][CH:8]=[CH:9][CH:10]=3)[C:5]=2[CH:4]=[CH:3][CH:2]=1.C(O)(C(F)(F)F)=O. (2) Given the product [C:1]([O:5][C:6]([N:8]1[CH2:12][CH2:11][CH2:10][C@@H:9]1[C:13]1[CH:18]=[CH:17][CH:16]=[C:15]([C:19]([OH:21])=[O:20])[CH:14]=1)=[O:7])([CH3:4])([CH3:2])[CH3:3], predict the reactants needed to synthesize it. The reactants are: [C:1]([O:5][C:6]([N:8]1[CH2:12][CH2:11][CH2:10][C@@H:9]1[C:13]1[CH:18]=[CH:17][CH:16]=[C:15]([C:19]([O:21]C)=[O:20])[CH:14]=1)=[O:7])([CH3:4])([CH3:3])[CH3:2].[OH-].[Na+].